Dataset: Forward reaction prediction with 1.9M reactions from USPTO patents (1976-2016). Task: Predict the product of the given reaction. (1) Given the reactants Br[C:2]1[C:3]([NH2:9])=[N:4][CH:5]=[C:6]([Br:8])[N:7]=1.[C:10]1(B(O)O)[CH:15]=[CH:14][CH:13]=[CH:12][CH:11]=1, predict the reaction product. The product is: [Br:8][C:6]1[N:7]=[C:2]([C:10]2[CH:15]=[CH:14][CH:13]=[CH:12][CH:11]=2)[C:3]([NH2:9])=[N:4][CH:5]=1. (2) Given the reactants [O:1]1[CH2:4][CH:3]([OH:5])[CH2:2]1.[CH3:6][C:7]1[CH:12]=[CH:11][C:10]([S:13](Cl)(=[O:15])=[O:14])=[CH:9][CH:8]=1, predict the reaction product. The product is: [CH3:6][C:7]1[CH:12]=[CH:11][C:10]([S:13]([O:5][CH:3]2[CH2:4][O:1][CH2:2]2)(=[O:15])=[O:14])=[CH:9][CH:8]=1. (3) Given the reactants [F:1][C:2]([F:17])([F:16])[C:3]([NH:5][C@H:6]([CH3:15])[CH2:7][C:8]1[CH:13]=[CH:12][C:11]([SH:14])=[CH:10][CH:9]=1)=[O:4].F[C:19]1[CH:26]=[CH:25][C:24]([I:27])=[CH:23][C:20]=1[CH:21]=[O:22].C(=O)([O-])[O-].[K+].[K+].O, predict the reaction product. The product is: [F:17][C:2]([F:1])([F:16])[C:3]([NH:5][C@H:6]([CH3:15])[CH2:7][C:8]1[CH:13]=[CH:12][C:11]([S:14][C:19]2[CH:26]=[CH:25][C:24]([I:27])=[CH:23][C:20]=2[CH:21]=[O:22])=[CH:10][CH:9]=1)=[O:4]. (4) Given the reactants [N:1]1[C:5]2[C:6]3[CH2:7][CH2:8][C:9](=[O:13])[C:10]=3[CH:11]=[CH:12][C:4]=2[NH:3][N:2]=1.[F:14][C:15]1[CH:22]=[CH:21][C:18]([CH:19]=O)=[CH:17][CH:16]=1.C[O-].[Na+].CO.Cl, predict the reaction product. The product is: [F:14][C:15]1[CH:22]=[CH:21][C:18]([CH:19]=[C:8]2[CH2:7][C:6]3[C:5]4[N:1]=[N:2][NH:3][C:4]=4[CH:12]=[CH:11][C:10]=3[C:9]2=[O:13])=[CH:17][CH:16]=1. (5) Given the reactants OC1[C:11]2[C:6](=[C:7]3[CH:15]=[CH:14][CH:13]=[C:12]([CH3:16])[C:8]3=[CH:9][CH:10]=2)[O:5][C:4](=O)C=1.[CH2:18](OCC)C, predict the reaction product. The product is: [CH3:4][O:5][C:6]1[C:7]2[C:8](=[C:12]([CH2:16][CH3:18])[CH:13]=[CH:14][CH:15]=2)[CH:9]=[CH:10][CH:11]=1. (6) Given the reactants [N:1]([N:16]([CH2:24][C:25]([NH:27][CH2:28][CH2:29][N:30]=[N+:31]=[N-:32])=[O:26])C(OC(C)(C)C)=O)(C(OC(C)(C)C)=O)C(OC(C)(C)C)=O, predict the reaction product. The product is: [NH2:1][NH:16][CH2:24][C:25]([NH:27][CH2:28][CH2:29][N:30]=[N+:31]=[N-:32])=[O:26]. (7) Given the reactants [C:1]1([C@@H:7]2[CH2:11][NH:10][CH2:9][C@H:8]2[NH:12][C:13](=[O:19])[O:14][C:15]([CH3:18])([CH3:17])[CH3:16])[CH:6]=[CH:5][CH:4]=[CH:3][CH:2]=1.CCN(C(C)C)C(C)C.CS(O[CH2:34][C@@H:35]([O:37][CH3:38])[CH3:36])(=O)=O.O, predict the reaction product. The product is: [CH3:38][O:37][C@@H:35]([CH3:36])[CH2:34][N:10]1[CH2:11][C@@H:7]([C:1]2[CH:2]=[CH:3][CH:4]=[CH:5][CH:6]=2)[C@H:8]([NH:12][C:13](=[O:19])[O:14][C:15]([CH3:16])([CH3:18])[CH3:17])[CH2:9]1. (8) Given the reactants [Br:1][C:2]1[CH:9]=[CH:8][C:5]([CH:6]=O)=[CH:4][CH:3]=1.Cl.[NH2:11][CH2:12][C:13]([NH2:15])=[O:14].[OH-].[Na+].[BH4-].[Na+], predict the reaction product. The product is: [Br:1][C:2]1[CH:9]=[CH:8][C:5]([CH2:6][NH:11][CH2:12][C:13]([NH2:15])=[O:14])=[CH:4][CH:3]=1. (9) Given the reactants [C@@H:1]1([N:10]2[C:19]3[N:18]=[CH:17][N:16]=[C:14]([NH2:15])[C:13]=3[N:12]=[CH:11]2)[O:9][C@H:6]([CH2:7][OH:8])[C@@H:4]([OH:5])[C@H:2]1[OH:3].[OH:20]O, predict the reaction product. The product is: [C@@H:1]1([N:10]2[C:19]3[C:13](=[C:14]([N+:16]([O-:20])=[CH:17][N:18]=3)[NH2:15])[N:12]=[CH:11]2)[O:9][C@H:6]([CH2:7][OH:8])[C@@H:4]([OH:5])[C@H:2]1[OH:3]. (10) Given the reactants CC1C=CC(S(O)(=O)=O)=CC=1.[NH2:12][C:13]1[NH:17][N:16]=[C:15]([CH2:18][CH3:19])[C:14]=1[C:20]#[N:21].[CH2:22]([N:24]1[C:32]2[C:27](=[CH:28][C:29]([C:33](=O)[CH2:34][C:35](OCC)=[O:36])=[CH:30][CH:31]=2)[CH:26]=[N:25]1)[CH3:23], predict the reaction product. The product is: [CH2:18]([C:15]1[C:14]([C:20]#[N:21])=[C:13]2[NH:12][C:33]([C:29]3[CH:28]=[C:27]4[C:32](=[CH:31][CH:30]=3)[N:24]([CH2:22][CH3:23])[N:25]=[CH:26]4)=[CH:34][C:35](=[O:36])[N:17]2[N:16]=1)[CH3:19].